From a dataset of NCI-60 drug combinations with 297,098 pairs across 59 cell lines. Regression. Given two drug SMILES strings and cell line genomic features, predict the synergy score measuring deviation from expected non-interaction effect. (1) Drug 1: CC1CCC2CC(C(=CC=CC=CC(CC(C(=O)C(C(C(=CC(C(=O)CC(OC(=O)C3CCCCN3C(=O)C(=O)C1(O2)O)C(C)CC4CCC(C(C4)OC)OCCO)C)C)O)OC)C)C)C)OC. Drug 2: C1=NC2=C(N1)C(=S)N=CN2. Cell line: OVCAR-4. Synergy scores: CSS=53.2, Synergy_ZIP=-1.24, Synergy_Bliss=0.455, Synergy_Loewe=-1.09, Synergy_HSA=0.332. (2) Synergy scores: CSS=-0.894, Synergy_ZIP=2.78, Synergy_Bliss=3.72, Synergy_Loewe=-1.13, Synergy_HSA=-1.67. Drug 1: CN1C(=O)N2C=NC(=C2N=N1)C(=O)N. Drug 2: C1CC(=O)NC(=O)C1N2C(=O)C3=CC=CC=C3C2=O. Cell line: CAKI-1. (3) Drug 1: C1=C(C(=O)NC(=O)N1)F. Drug 2: B(C(CC(C)C)NC(=O)C(CC1=CC=CC=C1)NC(=O)C2=NC=CN=C2)(O)O. Cell line: EKVX. Synergy scores: CSS=26.6, Synergy_ZIP=-4.12, Synergy_Bliss=-3.02, Synergy_Loewe=-0.803, Synergy_HSA=-1.21. (4) Drug 1: CC12CCC3C(C1CCC2=O)CC(=C)C4=CC(=O)C=CC34C. Drug 2: CC1C(C(CC(O1)OC2CC(OC(C2O)C)OC3=CC4=CC5=C(C(=O)C(C(C5)C(C(=O)C(C(C)O)O)OC)OC6CC(C(C(O6)C)O)OC7CC(C(C(O7)C)O)OC8CC(C(C(O8)C)O)(C)O)C(=C4C(=C3C)O)O)O)O. Cell line: EKVX. Synergy scores: CSS=21.3, Synergy_ZIP=1.62, Synergy_Bliss=-3.45, Synergy_Loewe=-1.46, Synergy_HSA=-2.07. (5) Drug 1: CC1=C2C(C(=O)C3(C(CC4C(C3C(C(C2(C)C)(CC1OC(=O)C(C(C5=CC=CC=C5)NC(=O)C6=CC=CC=C6)O)O)OC(=O)C7=CC=CC=C7)(CO4)OC(=O)C)O)C)OC(=O)C. Drug 2: CC1CCCC2(C(O2)CC(NC(=O)CC(C(C(=O)C(C1O)C)(C)C)O)C(=CC3=CSC(=N3)C)C)C. Cell line: CAKI-1. Synergy scores: CSS=34.9, Synergy_ZIP=-2.65, Synergy_Bliss=-2.09, Synergy_Loewe=-6.56, Synergy_HSA=1.03. (6) Drug 1: CS(=O)(=O)C1=CC(=C(C=C1)C(=O)NC2=CC(=C(C=C2)Cl)C3=CC=CC=N3)Cl. Drug 2: C1=CC=C(C(=C1)C(C2=CC=C(C=C2)Cl)C(Cl)Cl)Cl. Cell line: NCI/ADR-RES. Synergy scores: CSS=10.7, Synergy_ZIP=-0.780, Synergy_Bliss=4.45, Synergy_Loewe=0.357, Synergy_HSA=3.62. (7) Drug 1: CC1=C2C(C(=O)C3(C(CC4C(C3C(C(C2(C)C)(CC1OC(=O)C(C(C5=CC=CC=C5)NC(=O)OC(C)(C)C)O)O)OC(=O)C6=CC=CC=C6)(CO4)OC(=O)C)OC)C)OC. Synergy scores: CSS=46.6, Synergy_ZIP=5.93, Synergy_Bliss=6.74, Synergy_Loewe=-27.5, Synergy_HSA=9.30. Cell line: NCI-H322M. Drug 2: C1C(C(OC1N2C=NC3=C2NC=NCC3O)CO)O. (8) Drug 1: C1CCC(CC1)NC(=O)N(CCCl)N=O. Drug 2: CC12CCC3C(C1CCC2O)C(CC4=C3C=CC(=C4)O)CCCCCCCCCS(=O)CCCC(C(F)(F)F)(F)F. Cell line: A498. Synergy scores: CSS=1.99, Synergy_ZIP=-3.87, Synergy_Bliss=-3.27, Synergy_Loewe=-4.68, Synergy_HSA=-4.63.